From a dataset of Reaction yield outcomes from USPTO patents with 853,638 reactions. Predict the reaction yield, written as a fraction of the theoretical maximum amount of product (1.0 means a 100% yield; for example, 0.34 means a 34% yield). (1) The catalyst is C1(P(C2CCCCC2)C2C=CC=CC=2C2C(C(C)C)=CC(C(C)C)=CC=2C(C)C)CCCCC1.NC1C=CC=CC=1C1C=CC=CC=1[Pd]Cl.O. The product is [C:37]([O:36][C:34]([NH:33][C@H:23]1[C@@H:24]([N:28]2[CH:32]=[CH:31][N:30]=[N:29]2)[C@@H:25]([CH3:27])[CH2:26][N:21]([C:20]2[CH:19]=[CH:18][N:17]=[CH:16][C:15]=2[NH:14][C:12]([C:8]2[C:7]([NH:41][C:42](=[O:51])[O:43][CH2:44][C:45]3[CH:50]=[CH:49][CH:48]=[CH:47][CH:46]=3)=[CH:6][C:5]3[C:10](=[CH:11][C:2]([C:70]4[CH2:71][CH2:72][N:67]([CH3:66])[CH2:68][CH:69]=4)=[CH:3][CH:4]=3)[N:9]=2)=[O:13])[CH2:22]1)=[O:35])([CH3:38])([CH3:39])[CH3:40]. The yield is 0.330. The reactants are Br[C:2]1[CH:11]=[C:10]2[C:5]([CH:6]=[C:7]([NH:41][C:42](=[O:51])[O:43][CH2:44][C:45]3[CH:50]=[CH:49][CH:48]=[CH:47][CH:46]=3)[C:8]([C:12]([NH:14][C:15]3[CH:16]=[N:17][CH:18]=[CH:19][C:20]=3[N:21]3[CH2:26][C@H:25]([CH3:27])[C@H:24]([N:28]4[CH:32]=[CH:31][N:30]=[N:29]4)[C@H:23]([NH:33][C:34]([O:36][C:37]([CH3:40])([CH3:39])[CH3:38])=[O:35])[CH2:22]3)=[O:13])=[N:9]2)=[CH:4][CH:3]=1.[O-]P([O-])([O-])=O.[K+].[K+].[K+].O1CCOCC1.[CH3:66][N:67]1[CH2:72][CH:71]=[C:70](B2OC(C)(C)C(C)(C)O2)[CH2:69][CH2:68]1. (2) The reactants are [Cl-].O[NH3+:3].[C:4](=[O:7])([O-])[OH:5].[Na+].CS(C)=O.[CH3:13][C:14]1([CH3:50])[CH2:23][CH2:22][C:21]2[C:16](=[CH:17][CH:18]=[C:19]([C:24]3[C:29](=[O:30])[N:28]([CH2:31][C:32]4[CH:37]=[CH:36][C:35]([C:38]5[C:39]([C:44]#[N:45])=[CH:40][CH:41]=[CH:42][CH:43]=5)=[CH:34][CH:33]=4)[C:27]([CH2:46][CH2:47][CH3:48])=[N:26][C:25]=3[CH3:49])[CH:20]=2)[O:15]1. The catalyst is O. The product is [CH3:13][C:14]1([CH3:50])[CH2:23][CH2:22][C:21]2[C:16](=[CH:17][CH:18]=[C:19]([C:24]3[C:29](=[O:30])[N:28]([CH2:31][C:32]4[CH:37]=[CH:36][C:35]([C:38]5[CH:43]=[CH:42][CH:41]=[CH:40][C:39]=5[C:44]5[NH:3][C:4](=[O:7])[O:5][N:45]=5)=[CH:34][CH:33]=4)[C:27]([CH2:46][CH2:47][CH3:48])=[N:26][C:25]=3[CH3:49])[CH:20]=2)[O:15]1. The yield is 0.700. (3) The reactants are [Cl:1][C:2]1[CH:13]=[C:6]2[C:7]([O:9][C:10](=[O:12])[NH:11][C:5]2=[CH:4][CH:3]=1)=[O:8].[C:14](=O)([O-])[O-].[Na+].[Na+].S(OC)(OC)(=O)=O.Cl. The catalyst is CN(C)C=O. The product is [Cl:1][C:2]1[CH:13]=[C:6]2[C:7]([O:9][C:10](=[O:12])[N:11]([CH3:14])[C:5]2=[CH:4][CH:3]=1)=[O:8]. The yield is 0.00600. (4) The reactants are [CH:1]([C:3]1[NH:7][C:6]([CH3:8])=[C:5]([C:9]([OH:11])=O)[C:4]=1[CH3:12])=[O:2].[N:13]1([CH2:18][CH2:19][NH2:20])[CH:17]=[CH:16][N:15]=[N:14]1. No catalyst specified. The product is [N:13]1([CH2:18][CH2:19][NH:20][C:9]([C:5]2[C:4]([CH3:12])=[C:3]([CH:1]=[O:2])[NH:7][C:6]=2[CH3:8])=[O:11])[CH:17]=[CH:16][N:15]=[N:14]1. The yield is 0.980. (5) The reactants are [O:1]1[C:6]2[CH:7]=[CH:8][C:9]([Sn](C)(C)C)=[CH:10][C:5]=2[O:4][CH2:3][CH2:2]1.[CH3:15][O:16][C:17]([C@H:19]1[CH2:21][C@@H:20]1[C:22](O)=[O:23])=[O:18]. The catalyst is Cl[Pd](Cl)([P](C1C=CC=CC=1)(C1C=CC=CC=1)C1C=CC=CC=1)[P](C1C=CC=CC=1)(C1C=CC=CC=1)C1C=CC=CC=1.C1(C)C=CC=CC=1. The product is [O:1]1[C:6]2[CH:7]=[CH:8][C:9]([C:22]([C@H:20]3[CH2:21][C@@H:19]3[C:17]([O:16][CH3:15])=[O:18])=[O:23])=[CH:10][C:5]=2[O:4][CH2:3][CH2:2]1. The yield is 0.580. (6) The reactants are [NH2:1][C:2]1[CH:3]=[C:4]([O:16][CH2:17][CH2:18][CH2:19][S:20]([CH3:23])(=[O:22])=[O:21])[CH:5]=[C:6]2[C:10]=1[NH:9][C:8]([C:11]([O:13][CH2:14][CH3:15])=[O:12])=[CH:7]2.[N:24]1[CH:29]=[CH:28][CH:27]=[CH:26][C:25]=1[S:30](Cl)(=[O:32])=[O:31]. The catalyst is N1C=CC=CC=1. The product is [CH3:23][S:20]([CH2:19][CH2:18][CH2:17][O:16][C:4]1[CH:5]=[C:6]2[C:10](=[C:2]([NH:1][S:30]([C:25]3[CH:26]=[CH:27][CH:28]=[CH:29][N:24]=3)(=[O:32])=[O:31])[CH:3]=1)[NH:9][C:8]([C:11]([O:13][CH2:14][CH3:15])=[O:12])=[CH:7]2)(=[O:22])=[O:21]. The yield is 0.690.